The task is: Predict the reactants needed to synthesize the given product.. This data is from Full USPTO retrosynthesis dataset with 1.9M reactions from patents (1976-2016). (1) Given the product [Cl:8][C:7]1[C:6]([NH:16][CH2:15][C:14]([O:13][CH2:11][CH3:12])=[O:17])=[CH:5][N:4]=[N:3][C:2]=1[Cl:1], predict the reactants needed to synthesize it. The reactants are: [Cl:1][C:2]1[N:3]=[N:4][CH:5]=[C:6](Cl)[C:7]=1[Cl:8].Cl.[CH2:11]([O:13][C:14](=[O:17])[CH2:15][NH2:16])[CH3:12].C(N(C(C)C)CC)(C)C. (2) The reactants are: Cl.[Cl:2][CH2:3][CH2:4][N:5]1[CH2:9][CH2:8][CH2:7][CH2:6]1.[CH2:10]([O:17][C:18]1[CH:23]=[CH:22][N:21]([C:24]2[CH:32]=[C:31]3[C:27]([C:28]4[CH2:37][CH2:36][NH:35][CH2:34][C:29]=4[N:30]3[CH3:33])=[CH:26][CH:25]=2)[C:20](=[O:38])[CH:19]=1)[C:11]1[CH:16]=[CH:15][CH:14]=[CH:13][CH:12]=1.C(N(C(C)C)CC)(C)C. Given the product [ClH:2].[CH2:10]([O:17][C:18]1[CH:23]=[CH:22][N:21]([C:24]2[CH:32]=[C:31]3[C:27]([C:28]4[CH2:37][CH2:36][N:35]([CH2:3][CH2:4][N:5]5[CH2:9][CH2:8][CH2:7][CH2:6]5)[CH2:34][C:29]=4[N:30]3[CH3:33])=[CH:26][CH:25]=2)[C:20](=[O:38])[CH:19]=1)[C:11]1[CH:12]=[CH:13][CH:14]=[CH:15][CH:16]=1, predict the reactants needed to synthesize it.